This data is from Peptide-MHC class I binding affinity with 185,985 pairs from IEDB/IMGT. The task is: Regression. Given a peptide amino acid sequence and an MHC pseudo amino acid sequence, predict their binding affinity value. This is MHC class I binding data. (1) The peptide sequence is SEMAEALKGM. The MHC is HLA-B44:03 with pseudo-sequence HLA-B44:03. The binding affinity (normalized) is 0.712. (2) The peptide sequence is SIPATLFVWY. The MHC is HLA-A01:01 with pseudo-sequence HLA-A01:01. The binding affinity (normalized) is 0.0821.